From a dataset of Reaction yield outcomes from USPTO patents with 853,638 reactions. Predict the reaction yield, written as a fraction of the theoretical maximum amount of product (1.0 means a 100% yield; for example, 0.34 means a 34% yield). The reactants are [CH3:1][N:2]1[CH:6]=[N:5][CH:4]=[N:3]1.C1COCC1.[Li]CCCC.Br[C:18]1[S:22][C:21]([C:23]2[N:27]3[N:28]=[C:29]([CH3:37])[CH:30]=[C:31]([CH:32]([CH2:35][CH3:36])[CH2:33][CH3:34])[C:26]3=[N:25][C:24]=2[CH3:38])=[C:20]([CH3:39])[C:19]=1[CH3:40]. The catalyst is CCOC(C)=O.[Cl-].[Cl-].[Zn+2].C1C=CC(P(C2C=CC=CC=2)[C-]2C=CC=C2)=CC=1.C1C=CC(P(C2C=CC=CC=2)[C-]2C=CC=C2)=CC=1.Cl[Pd]Cl.[Fe+2]. The product is [CH3:39][C:20]1[C:19]([CH3:40])=[C:18]([C:6]2[N:2]([CH3:1])[N:3]=[CH:4][N:5]=2)[S:22][C:21]=1[C:23]1[N:27]2[N:28]=[C:29]([CH3:37])[CH:30]=[C:31]([CH:32]([CH2:33][CH3:34])[CH2:35][CH3:36])[C:26]2=[N:25][C:24]=1[CH3:38]. The yield is 0.700.